This data is from Forward reaction prediction with 1.9M reactions from USPTO patents (1976-2016). The task is: Predict the product of the given reaction. (1) Given the reactants [C:1]([Si:5]([CH3:24])([CH3:23])[O:6][C:7]1[CH:12]=[CH:11][C:10]([C:13](=[N:21][OH:22])[CH2:14][C:15]2[CH:20]=[CH:19][CH:18]=[CH:17][CH:16]=2)=[CH:9][CH:8]=1)([CH3:4])([CH3:3])[CH3:2].C([Li])CCC.C[O:31][C:32]([CH:34]1[CH2:36][CH2:35]1)=O.[Cl-].[NH4+], predict the reaction product. The product is: [C:1]([Si:5]([CH3:24])([CH3:23])[O:6][C:7]1[CH:12]=[CH:11][C:10]([C:13]2[CH:14]([C:15]3[CH:16]=[CH:17][CH:18]=[CH:19][CH:20]=3)[C:32]([CH:34]3[CH2:36][CH2:35]3)([OH:31])[O:22][N:21]=2)=[CH:9][CH:8]=1)([CH3:2])([CH3:4])[CH3:3]. (2) Given the reactants C(OC(=O)[NH:7][C@H:8]1[CH2:13][CH2:12][C@@H:11]([NH:14][C:15]2[CH:20]=[C:19]([N:21]([CH3:23])[CH3:22])[N:18]=[C:17]([CH3:24])[N:16]=2)[CH2:10][CH2:9]1)(C)(C)C.C(O)(C(F)(F)F)=O, predict the reaction product. The product is: [NH2:7][C@@H:8]1[CH2:9][CH2:10][C@H:11]([NH:14][C:15]2[CH:20]=[C:19]([N:21]([CH3:23])[CH3:22])[N:18]=[C:17]([CH3:24])[N:16]=2)[CH2:12][CH2:13]1.